From a dataset of Reaction yield outcomes from USPTO patents with 853,638 reactions. Predict the reaction yield, written as a fraction of the theoretical maximum amount of product (1.0 means a 100% yield; for example, 0.34 means a 34% yield). (1) The reactants are [Cl:1][C:2]1[CH:3]=[C:4]([CH2:8][C:9]([OH:11])=O)[CH:5]=[CH:6][CH:7]=1.[CH3:12][C:13]1(C)[O:18]C(=O)[CH2:16][C:15](=O)[O:14]1. No catalyst specified. The product is [Cl:1][C:2]1[CH:3]=[C:4]([CH2:8][C:9](=[O:11])[CH2:12][C:13]([O:14][CH2:15][CH3:16])=[O:18])[CH:5]=[CH:6][CH:7]=1. The yield is 0.430. (2) The yield is 0.480. The product is [CH3:47][C:46]([CH3:48])=[CH:45][CH2:44][O:21][C:16]1[CH:15]=[C:14]([O:22][CH2:23][O:24][CH3:25])[CH:13]=[C:12]2[C:17]=1[C:18](=[O:20])[CH:19]=[C:10]([C:4]1[CH:5]=[CH:6][C:7]([O:8][CH3:9])=[C:2]([Cl:1])[CH:3]=1)[O:11]2. The catalyst is C(Cl)Cl.C1(C)C=CC=CC=1.O. The reactants are [Cl:1][C:2]1[CH:3]=[C:4]([C:10]2[O:11][C:12]3[C:17]([C:18](=[O:20])[CH:19]=2)=[C:16]([OH:21])[CH:15]=[C:14]([O:22][CH2:23][O:24][CH3:25])[CH:13]=3)[CH:5]=[CH:6][C:7]=1[O:8][CH3:9].[OH-].C([N+](CCCC)(CCCC)CCCC)CCC.[CH2:44](Br)[CH:45]=[C:46]([CH3:48])[CH3:47]. (3) The reactants are OO.C(OC(C(F)(F)F)=O)(C(F)(F)F)=[O:4].[O-:16][N+:17]1[C:22]2[CH:23]=[C:24]3[C:28](=[CH:29][C:21]=2[N:20]=[C:19]([NH:30][CH2:31][CH2:32][N:33]([CH2:37][CH2:38][CH3:39])[CH2:34][CH2:35][CH3:36])[N:18]=1)[CH2:27][CH2:26][CH2:25]3.C(O)(C(F)(F)F)=O. The catalyst is C(Cl)Cl.N. The product is [O-:16][N+:17]1[C:22]2[CH:23]=[C:24]3[C:28](=[CH:29][C:21]=2[N+:20]([O-:4])=[C:19]([NH:30][CH2:31][CH2:32][N:33]([CH2:34][CH2:35][CH3:36])[CH2:37][CH2:38][CH3:39])[N:18]=1)[CH2:27][CH2:26][CH2:25]3. The yield is 0.500. (4) The product is [CH3:12][N:13]1[CH2:18][CH2:17][N:16]([C:19]2[N:24]3[CH:25]=[C:26]([CH2:28][NH:11][CH:9]4[C:10]5[N:1]=[CH:2][CH:3]=[CH:4][C:5]=5[CH2:6][CH2:7][CH2:8]4)[N:27]=[C:23]3[CH:22]=[CH:21][CH:20]=2)[CH2:15][CH2:14]1. The yield is 0.240. The catalyst is CO. The reactants are [N:1]1[C:10]2[CH:9]([NH2:11])[CH2:8][CH2:7][CH2:6][C:5]=2[CH:4]=[CH:3][CH:2]=1.[CH3:12][N:13]1[CH2:18][CH2:17][N:16]([C:19]2[N:24]3[CH:25]=[C:26]([CH:28]=O)[N:27]=[C:23]3[CH:22]=[CH:21][CH:20]=2)[CH2:15][CH2:14]1.C(OC)(OC)OC.[BH4-].[Na+].C(=O)([O-])[O-].[Na+].[Na+]. (5) The reactants are [C:1]([Si:5]([C:47]1[CH:52]=[CH:51][CH:50]=[CH:49][CH:48]=1)([C:41]1[CH:46]=[CH:45][CH:44]=[CH:43][CH:42]=1)[O:6][CH:7]1[CH:11]([CH2:12][O:13][C:14]([C:27]2[CH:32]=[CH:31][CH:30]=[CH:29][CH:28]=2)([C:21]2[CH:26]=[CH:25][CH:24]=[CH:23][CH:22]=2)[C:15]2[CH:20]=[CH:19][CH:18]=[CH:17][CH:16]=2)[C:10](OS(C(F)(F)F)(=O)=O)=[CH:9][CH2:8]1)([CH3:4])([CH3:3])[CH3:2].[CH3:53][Si:54]([Mg]Cl)([CH3:56])[CH3:55].[CH2:59](OCC)C. The catalyst is C1C=CC([P]([Pd]([P](C2C=CC=CC=2)(C2C=CC=CC=2)C2C=CC=CC=2)([P](C2C=CC=CC=2)(C2C=CC=CC=2)C2C=CC=CC=2)[P](C2C=CC=CC=2)(C2C=CC=CC=2)C2C=CC=CC=2)(C2C=CC=CC=2)C2C=CC=CC=2)=CC=1. The product is [C:1]([Si:5]([C:47]1[CH:52]=[CH:51][CH:50]=[CH:49][CH:48]=1)([C:41]1[CH:46]=[CH:45][CH:44]=[CH:43][CH:42]=1)[O:6][C:7]1([CH2:53][Si:54]([CH3:56])([CH3:59])[CH3:55])[CH2:8][CH2:9][CH:10]=[C:11]1[CH2:12][O:13][C:14]([C:21]1[CH:26]=[CH:25][CH:24]=[CH:23][CH:22]=1)([C:27]1[CH:28]=[CH:29][CH:30]=[CH:31][CH:32]=1)[C:15]1[CH:20]=[CH:19][CH:18]=[CH:17][CH:16]=1)([CH3:4])([CH3:2])[CH3:3]. The yield is 0.874.